This data is from Catalyst prediction with 721,799 reactions and 888 catalyst types from USPTO. The task is: Predict which catalyst facilitates the given reaction. (1) Reactant: [C:1]([O:5][C:6]([NH:8][CH:9]([CH2:13][OH:14])[C:10]([OH:12])=O)=[O:7])([CH3:4])([CH3:3])[CH3:2].[Cl:15][C:16]1[CH:25]=[C:24]([NH:26][CH:27]([CH3:29])[CH3:28])[C:19]([C:20]([NH:22][NH2:23])=[O:21])=[CH:18][N:17]=1.CCN(C(C)C)C(C)C.CN(C(ON1N=NC2C=CC=NC1=2)=[N+](C)C)C.F[P-](F)(F)(F)(F)F. Product: [Cl:15][C:16]1[CH:25]=[C:24]([NH:26][CH:27]([CH3:29])[CH3:28])[C:19]([C:20]([NH:22][NH:23][C:10](=[O:12])[CH:9]([NH:8][C:6](=[O:7])[O:5][C:1]([CH3:2])([CH3:3])[CH3:4])[CH2:13][OH:14])=[O:21])=[CH:18][N:17]=1. The catalyst class is: 3. (2) Reactant: [F:1][C:2]([F:7])([F:6])[C:3]([OH:5])=[O:4].[C:8]([C:10]1[CH:11]=[C:12]([C:20]2[O:24][N:23]=[C:22]([C:25]3[CH:42]=[CH:41][C:28]4[CH2:29][CH2:30][N:31](C(OC(C)(C)C)=O)[CH2:32][CH2:33][C:27]=4[CH:26]=3)[N:21]=2)[CH:13]=[N:14][C:15]=1[O:16][CH:17]([CH3:19])[CH3:18])#[N:9].C1(C)C=CC=CC=1. Product: [F:1][C:2]([F:7])([F:6])[C:3]([OH:5])=[O:4].[CH3:19][CH:17]([O:16][C:15]1[C:10]([C:8]#[N:9])=[CH:11][C:12]([C:20]2[O:24][N:23]=[C:22]([C:25]3[CH:42]=[CH:41][C:28]4[CH2:29][CH2:30][NH:31][CH2:32][CH2:33][C:27]=4[CH:26]=3)[N:21]=2)=[CH:13][N:14]=1)[CH3:18]. The catalyst class is: 2. (3) Product: [F:8][C:6]1[CH:5]=[C:4]([S:9]([NH2:12])(=[O:11])=[O:10])[CH:3]=[C:2]([B:13]2[O:17][C:16]([CH3:19])([CH3:18])[C:15]([CH3:21])([CH3:20])[O:14]2)[CH:7]=1. Reactant: Br[C:2]1[CH:3]=[C:4]([S:9]([NH2:12])(=[O:11])=[O:10])[CH:5]=[C:6]([F:8])[CH:7]=1.[B:13]1([B:13]2[O:17][C:16]([CH3:19])([CH3:18])[C:15]([CH3:21])([CH3:20])[O:14]2)[O:17][C:16]([CH3:19])([CH3:18])[C:15]([CH3:21])([CH3:20])[O:14]1.CC([O-])=O.[K+]. The catalyst class is: 75. (4) Reactant: [Cl:1][C:2]1[C:3]([N+:17]([O-])=O)=[CH:4][C:5]([CH3:16])=[C:6]([C:8]([N:10]2[CH2:15][CH2:14][O:13][CH2:12][CH2:11]2)=[O:9])[CH:7]=1.O.O.Cl[Sn]Cl.[OH-].[Na+].C(Cl)Cl. Product: [NH2:17][C:3]1[C:2]([Cl:1])=[CH:7][C:6]([C:8]([N:10]2[CH2:15][CH2:14][O:13][CH2:12][CH2:11]2)=[O:9])=[C:5]([CH3:16])[CH:4]=1. The catalyst class is: 40. (5) Reactant: [C:1]([O:5][CH2:6][CH2:7][CH2:8][CH3:9])(=[O:4])[CH:2]=[CH2:3].[C:10]([OH:14])(=[O:13])[CH:11]=[CH2:12].[C:15]([O:19][CH2:20][CH2:21][OH:22])(=[O:18])[CH:16]=[CH2:17]. Product: [C:1]([O-:5])(=[O:4])[CH:2]=[CH2:3].[C:1]([O:5][CH2:6][CH2:7][CH2:8][CH3:9])(=[O:4])[CH:2]=[CH2:3].[C:10]([OH:14])(=[O:13])[CH:11]=[CH2:12].[C:15]([O:19][CH2:20][CH2:21][OH:22])(=[O:18])[CH:16]=[CH2:17]. The catalyst class is: 13.